From a dataset of Forward reaction prediction with 1.9M reactions from USPTO patents (1976-2016). Predict the product of the given reaction. (1) Given the reactants [CH3:1][C:2]([C:4]1[CH:9]=[CH:8][C:7]([NH2:10])=[CH:6][CH:5]=1)=[O:3].[BH4-].[Na+], predict the reaction product. The product is: [NH2:10][C:7]1[CH:8]=[CH:9][C:4]([CH:2]([OH:3])[CH3:1])=[CH:5][CH:6]=1. (2) Given the reactants [CH3:1][O:2][NH:3][C:4]([C:6]1[C:7](=[O:29])[C:8]2[CH:13]=[N:12][C:11](S(C)(=O)=O)=[N:10][C:9]=2[N:18]([C:20]2[CH:21]=[C:22]3[C:26](=[CH:27][CH:28]=2)[CH2:25][CH2:24][CH2:23]3)[CH:19]=1)=[O:5].[NH2:30][C:31]1[CH:32]=[C:33]([CH:42]=[CH:43][CH:44]=1)[C:34]([NH:36][CH2:37][CH2:38][N:39]([CH3:41])[CH3:40])=[O:35], predict the reaction product. The product is: [CH3:1][O:2][NH:3][C:4]([C:6]1[C:7](=[O:29])[C:8]2[CH:13]=[N:12][C:11]([NH:30][C:31]3[CH:44]=[CH:43][CH:42]=[C:33]([C:34](=[O:35])[NH:36][CH2:37][CH2:38][N:39]([CH3:40])[CH3:41])[CH:32]=3)=[N:10][C:9]=2[N:18]([C:20]2[CH:21]=[C:22]3[C:26](=[CH:27][CH:28]=2)[CH2:25][CH2:24][CH2:23]3)[CH:19]=1)=[O:5]. (3) Given the reactants [CH2:1]([C@@:3]12[CH2:27][CH2:26][C@@:25]([C:29]#[CH:30])([OH:28])[CH2:24][C@H:4]1[CH2:5][CH2:6][CH2:7][C:8]1[C:9]2=[CH:10][C:11]2[CH:12]=[N:13][N:14]([C:17]3[CH:22]=[CH:21][C:20]([F:23])=[CH:19][CH:18]=3)[C:15]=2[CH:16]=1)[CH3:2], predict the reaction product. The product is: [CH2:29]([C@:25]1([OH:28])[CH2:24][C@H:4]2[CH2:5][CH2:6][CH2:7][C:8]3[C:9](=[CH:10][C:11]4[CH:12]=[N:13][N:14]([C:17]5[CH:22]=[CH:21][C:20]([F:23])=[CH:19][CH:18]=5)[C:15]=4[CH:16]=3)[C@:3]2([CH2:1][CH3:2])[CH2:27][CH2:26]1)[CH3:30].